Dataset: Catalyst prediction with 721,799 reactions and 888 catalyst types from USPTO. Task: Predict which catalyst facilitates the given reaction. (1) Reactant: COCCN(S(F)(F)[F:11])CCOC.ClC1C=CC(C(C(OCC)=O)(C2[CH:29]=[CH:28][C:26]([Cl:27])=[CH:25]C=2)O)=CC=1.[Cl:35][C:36]1[CH:41]=CC(C(C(OCC)=O)(C2C=CC(Cl)=CC=2)O)=CC=1.[C@@:56]12([OH:65])[N:63]([CH3:64])[C@@H:60]([CH2:61][CH2:62]1)[CH2:59][CH:58]=[CH:57]2.O.[C:67]([O-:70])(O)=[O:68].[Na+]. Product: [C@@:56]12([OH:65])[N:63]([CH3:64])[C@@H:60]([CH2:61][CH2:62]1)[CH2:59][CH:58]=[CH:57]2.[F:11][C:59]([C:58]1[CH:57]=[CH:29][CH:28]=[C:26]([Cl:27])[CH:25]=1)([C:60]1[CH:61]=[CH:62][CH:56]=[C:36]([Cl:35])[CH:41]=1)[C:67]([O-:70])=[O:68]. The catalyst class is: 4. (2) Reactant: C(Cl)(=O)C(Cl)=O.CS(C)=O.[C:11]([O:15][C:16]([N:18]1[CH2:22][CH2:21][C@H:20]([O:23][Si:24]([C:27]([CH3:30])([CH3:29])[CH3:28])([CH3:26])[CH3:25])[C@H:19]1[CH2:31][OH:32])=[O:17])([CH3:14])([CH3:13])[CH3:12].C(N(CC)CC)C. Product: [C:11]([O:15][C:16]([N:18]1[CH2:22][CH2:21][C@H:20]([O:23][Si:24]([C:27]([CH3:30])([CH3:29])[CH3:28])([CH3:26])[CH3:25])[C@H:19]1[CH:31]=[O:32])=[O:17])([CH3:14])([CH3:13])[CH3:12]. The catalyst class is: 2.